Dataset: Full USPTO retrosynthesis dataset with 1.9M reactions from patents (1976-2016). Task: Predict the reactants needed to synthesize the given product. (1) Given the product [C:8]([C:7]([C:6]#[N:10])=[C:11]([S-:13])[S-:12])#[N:9].[Na+:2].[Na+:2], predict the reactants needed to synthesize it. The reactants are: [OH-].[Na+:2].CCO.[C:6](#[N:10])[CH2:7][C:8]#[N:9].[C:11](=[S:13])=[S:12]. (2) Given the product [CH2:24]([C:28]1[CH:29]=[CH:30][C:31]([C:32]([N:13]2[CH2:12][CH2:11][CH:10]([N:6]3[C:5]4[CH:16]=[CH:17][C:2]([F:1])=[CH:3][C:4]=4[NH:8][C:7]3=[O:9])[CH2:15][CH2:14]2)=[O:33])=[CH:35][CH:36]=1)[CH2:25][CH2:26][CH3:27], predict the reactants needed to synthesize it. The reactants are: [F:1][C:2]1[CH:17]=[CH:16][C:5]2[N:6]([CH:10]3[CH2:15][CH2:14][NH:13][CH2:12][CH2:11]3)[C:7](=[O:9])[NH:8][C:4]=2[CH:3]=1.N1C=CC=CC=1.[CH2:24]([C:28]1[CH:36]=[CH:35][C:31]([C:32](Cl)=[O:33])=[CH:30][CH:29]=1)[CH2:25][CH2:26][CH3:27].